This data is from Peptide-MHC class I binding affinity with 185,985 pairs from IEDB/IMGT. The task is: Regression. Given a peptide amino acid sequence and an MHC pseudo amino acid sequence, predict their binding affinity value. This is MHC class I binding data. The peptide sequence is KQWRRDNRRGL. The binding affinity (normalized) is 0. The MHC is Mamu-A07 with pseudo-sequence Mamu-A07.